Dataset: TCR-epitope binding with 47,182 pairs between 192 epitopes and 23,139 TCRs. Task: Binary Classification. Given a T-cell receptor sequence (or CDR3 region) and an epitope sequence, predict whether binding occurs between them. (1) The TCR CDR3 sequence is CASSDPLTEGTDTQYF. The epitope is SFHSLHLLF. Result: 1 (the TCR binds to the epitope). (2) The epitope is YLQPRTFLL. The TCR CDR3 sequence is CASSAYTDTQYF. Result: 0 (the TCR does not bind to the epitope).